Regression. Given a peptide amino acid sequence and an MHC pseudo amino acid sequence, predict their binding affinity value. This is MHC class II binding data. From a dataset of Peptide-MHC class II binding affinity with 134,281 pairs from IEDB. (1) The peptide sequence is VAVSEGKPTEKHIQI. The MHC is DRB1_0802 with pseudo-sequence DRB1_0802. The binding affinity (normalized) is 0.345. (2) The peptide sequence is IIRRSGCRIDDAQITTDD. The MHC is DRB1_0101 with pseudo-sequence DRB1_0101. The binding affinity (normalized) is 0. (3) The peptide sequence is YDKFLGNVSTVLTGK. The MHC is DRB1_0701 with pseudo-sequence DRB1_0701. The binding affinity (normalized) is 0.640. (4) The peptide sequence is NKVKSLRILNTRRKL. The MHC is DRB1_0405 with pseudo-sequence DRB1_0405. The binding affinity (normalized) is 0.462. (5) The peptide sequence is GELQIVDKIMAAFKI. The MHC is DRB3_0101 with pseudo-sequence DRB3_0101. The binding affinity (normalized) is 0.483. (6) The peptide sequence is INEPTAAAIAYGLDR. The MHC is DRB1_0701 with pseudo-sequence DRB1_0701. The binding affinity (normalized) is 0.397.